This data is from Full USPTO retrosynthesis dataset with 1.9M reactions from patents (1976-2016). The task is: Predict the reactants needed to synthesize the given product. (1) Given the product [CH:30]([C:33]1[CH:34]=[C:35]([NH:39][C:27]([C:25]2[CH:24]=[CH:23][C:21]3[N:22]=[C:18]([CH2:17][CH2:16][NH:15][S:12]([C:9]4[CH:8]=[CH:7][C:6]([CH2:1][CH2:2][CH2:3][CH2:4][CH3:5])=[CH:11][CH:10]=4)(=[O:13])=[O:14])[O:19][C:20]=3[CH:26]=2)=[O:29])[CH:36]=[CH:37][CH:38]=1)([CH3:32])[CH3:31], predict the reactants needed to synthesize it. The reactants are: [CH2:1]([C:6]1[CH:11]=[CH:10][C:9]([S:12]([NH:15][CH2:16][CH2:17][C:18]2[O:19][C:20]3[CH:26]=[C:25]([C:27]([OH:29])=O)[CH:24]=[CH:23][C:21]=3[N:22]=2)(=[O:14])=[O:13])=[CH:8][CH:7]=1)[CH2:2][CH2:3][CH2:4][CH3:5].[CH:30]([C:33]1[CH:34]=[C:35]([NH:39]C(C2C=CC3OC(CCNS(C4C=CC(CCCCC)=CC=4)(=O)=O)=NC=3C=2)=O)[CH:36]=[CH:37][CH:38]=1)([CH3:32])[CH3:31].C(C1C=CC(S(NCCC2OC3C=CC(C(O)=O)=CC=3N=2)(=O)=O)=CC=1)CCCC. (2) Given the product [CH3:26][C:16]1[N:15]=[C:14]([CH:12]([N:9]2[C:10](=[O:11])[C:6]3[CH:5]=[CH:4][N:3]=[C:2]([C:27]([O:29][C:30]4[CH:35]=[CH:34][CH:33]=[CH:32][CH:31]=4)=[O:28])[C:7]=3[CH2:8]2)[CH3:13])[CH:19]=[N:18][C:17]=1[O:20][CH2:21][C:22]([F:25])([F:24])[F:23], predict the reactants needed to synthesize it. The reactants are: Cl[C:2]1[C:7]2[CH2:8][N:9]([CH:12]([C:14]3[CH:19]=[N:18][C:17]([O:20][CH2:21][C:22]([F:25])([F:24])[F:23])=[C:16]([CH3:26])[N:15]=3)[CH3:13])[C:10](=[O:11])[C:6]=2[CH:5]=[CH:4][N:3]=1.[CH:27]([O:29][C:30]1[CH:35]=[CH:34][CH:33]=[CH:32][CH:31]=1)=[O:28].